From a dataset of Forward reaction prediction with 1.9M reactions from USPTO patents (1976-2016). Predict the product of the given reaction. (1) The product is: [Br:1][C:2]1[CH:3]=[CH:4][C:5]([CH:8]([C:18]2[CH:23]=[CH:22][CH:21]=[C:20]([O:24][CH3:25])[CH:19]=2)[CH2:9][N:10]2[C:11](=[O:17])[CH2:12][CH2:13][C:14]2=[O:15])=[CH:6][CH:7]=1. Given the reactants [Br:1][C:2]1[CH:7]=[CH:6][C:5]([CH:8]([C:18]2[CH:23]=[CH:22][CH:21]=[C:20]([O:24][CH3:25])[CH:19]=2)[CH2:9][NH:10][C:11](=[O:17])[CH2:12][CH2:13][C:14](O)=[O:15])=[CH:4][CH:3]=1.C(Cl)(=O)C, predict the reaction product. (2) Given the reactants C(C1N(C2C=CC=CC=2)N=C(C(OCC)=O)C=1C1C=CC(C(O)=O)=CC=1C(N1CCC2C(=CC=CC=2)C1)=O)CCC.C([O:46][C:47]([C:49]1[CH:54]=[CH:53][C:52]([C:55]2[C:56]([C:77]([O:79][CH2:80][CH3:81])=[O:78])=[N:57][N:58]([C:64]3[CH:69]=[CH:68][C:67]([O:70][C:71]4[CH:76]=[CH:75][CH:74]=[CH:73][CH:72]=4)=[CH:66][CH:65]=3)[C:59]=2[CH2:60][CH2:61][CH2:62][CH3:63])=[C:51]([C:82]([N:84]2[CH2:93][CH2:92][C:91]3[C:86](=[CH:87][CH:88]=[CH:89][CH:90]=3)[CH2:85]2)=[O:83])[CH:50]=1)=[O:48])(C)(C)C, predict the reaction product. The product is: [CH2:60]([C:59]1[N:58]([C:64]2[CH:65]=[CH:66][C:67]([O:70][C:71]3[CH:76]=[CH:75][CH:74]=[CH:73][CH:72]=3)=[CH:68][CH:69]=2)[N:57]=[C:56]([C:77]([O:79][CH2:80][CH3:81])=[O:78])[C:55]=1[C:52]1[CH:53]=[CH:54][C:49]([C:47]([OH:48])=[O:46])=[CH:50][C:51]=1[C:82]([N:84]1[CH2:93][CH2:92][C:91]2[C:86](=[CH:87][CH:88]=[CH:89][CH:90]=2)[CH2:85]1)=[O:83])[CH2:61][CH2:62][CH3:63]. (3) Given the reactants [CH2:1]([NH2:8])[C:2]1[CH:7]=[CH:6][CH:5]=[CH:4][CH:3]=1.C1(C)C=CC=CC=1.[CH2:16]([O:23][C:24]1[C:25]([CH3:33])=[N:26][C:27](Br)=[C:28]([CH3:31])[C:29]=1[CH3:30])[C:17]1[CH:22]=[CH:21][CH:20]=[CH:19][CH:18]=1.CC([O-])(C)C.[Na+], predict the reaction product. The product is: [CH2:1]([NH:8][C:27]1[C:28]([CH3:31])=[C:29]([CH3:30])[C:24]([O:23][CH2:16][C:17]2[CH:22]=[CH:21][CH:20]=[CH:19][CH:18]=2)=[C:25]([CH3:33])[N:26]=1)[C:2]1[CH:7]=[CH:6][CH:5]=[CH:4][CH:3]=1. (4) The product is: [Cl:1][C:2]1[CH:9]=[CH:8][CH:7]=[C:6]([F:10])[C:3]=1[C:4]1[N:23]=[C:24]2[CH:25]=[CH:26][CH:27]=[C:28]([NH:30][C:31](=[O:37])[O:32][C:33]([CH3:35])([CH3:34])[CH3:36])[N:29]2[C:12]=1[NH:11][C:13]1[CH:22]=[CH:21][C:16]2[O:17][CH2:18][CH2:19][O:20][C:15]=2[CH:14]=1. Given the reactants [Cl:1][C:2]1[CH:9]=[CH:8][CH:7]=[C:6]([F:10])[C:3]=1[CH:4]=O.[N+:11]([C:13]1[CH:22]=[CH:21][C:16]2[O:17][CH2:18][CH2:19][O:20][C:15]=2[CH:14]=1)#[C-:12].[NH2:23][C:24]1[N:29]=[C:28]([NH:30][C:31](=[O:37])[O:32][C:33]([CH3:36])([CH3:35])[CH3:34])[CH:27]=[CH:26][CH:25]=1.[Br-].C([N+]1C=CN(C)C=1)CCC, predict the reaction product. (5) Given the reactants [Cl:1][C:2]1[N:10]=[C:9]2[C:5]([N:6]=[C:7]([OH:23])[N:8]2[CH2:11][C:12]2[CH:17]=[CH:16][CH:15]=[C:14]([CH2:18][C:19]([O:21]C)=[O:20])[CH:13]=2)=[C:4]([NH2:24])[N:3]=1.Cl, predict the reaction product. The product is: [C:19]([CH2:18][C:14]1[CH:13]=[C:12]([CH:17]=[CH:16][CH:15]=1)[CH2:11][N:8]1[C:7]([OH:23])=[N:6][C:5]2[C:9]1=[N:10][C:2]([Cl:1])=[N:3][C:4]=2[NH2:24])([OH:21])=[O:20]. (6) Given the reactants [C:1]([O:5][C:6]([NH:8][C@@:9]1([CH3:24])[C@@H:13]([CH2:14][F:15])[CH2:12][N:11]([C@@H](C2C=CC=CC=2)C)[CH2:10]1)=[O:7])([CH3:4])([CH3:3])[CH3:2], predict the reaction product. The product is: [C:1]([O:5][C:6]([NH:8][C@@:9]1([CH3:24])[C@@H:13]([CH2:14][F:15])[CH2:12][NH:11][CH2:10]1)=[O:7])([CH3:4])([CH3:3])[CH3:2]. (7) The product is: [F:26][C:23]1[C:24]2[C:25]3[C:20](=[CH:21][CH:22]=1)[NH:19][C:18](=[O:27])[C:17]=3[C:16]([C:28]1[NH:29][CH:30]=[CH:31][CH:32]=1)=[CH:15][C:14]=2[S:13][C@H:10]1[CH2:11][CH2:12][NH:8][CH2:9]1. Given the reactants C(OC([N:8]1[CH2:12][CH2:11][C@H:10]([S:13][C:14]2[CH:15]=[C:16]([C:28]3[NH:29][CH:30]=[CH:31][CH:32]=3)[C:17]3[C:18](=[O:27])[NH:19][C:20]4[C:25]=3[C:24]=2[C:23]([F:26])=[CH:22][CH:21]=4)[CH2:9]1)=O)(C)(C)C.O, predict the reaction product. (8) Given the reactants [CH3:1][N:2]1[CH:6]=[CH:5][C:4]([CH:7]=O)=[CH:3]1.C1(P(C2C=CC=CC=2)(C2C=CC=CC=2)=[CH:16][C:17]([O:19][CH3:20])=[O:18])C=CC=CC=1, predict the reaction product. The product is: [CH3:1][N:2]1[CH:6]=[CH:5][C:4](/[CH:7]=[CH:16]/[C:17]([O:19][CH3:20])=[O:18])=[CH:3]1. (9) Given the reactants C(NC1N=C2C(N=C(OC)N2CCCC2CCOC2)=C(N)N=1)CCC.FC(F)(F)C(O)=O.[CH3:33][C@@H:34]([O:38][C:39]1[NH:40][C:41]([NH2:50])=[C:42]2[C:46]([N:47]=1)=[N:45][C:44]([O:48][CH3:49])=[N:43]2)[CH2:35][CH2:36][CH3:37].Br[CH2:52][CH2:53][CH2:54][CH:55]1[CH2:60][CH2:59][O:58][CH2:57][CH2:56]1, predict the reaction product. The product is: [CH3:33][C@@H:34]([O:38][C:39]1[N:47]=[C:46]2[C:42]([N:43]=[C:44]([O:48][CH3:49])[N:45]2[CH2:52][CH2:53][CH2:54][CH:55]2[CH2:60][CH2:59][O:58][CH2:57][CH2:56]2)=[C:41]([NH2:50])[N:40]=1)[CH2:35][CH2:36][CH3:37].